This data is from NCI-60 drug combinations with 297,098 pairs across 59 cell lines. The task is: Regression. Given two drug SMILES strings and cell line genomic features, predict the synergy score measuring deviation from expected non-interaction effect. (1) Drug 1: C1=CC(=CC=C1CC(C(=O)O)N)N(CCCl)CCCl.Cl. Drug 2: C1CC(C1)(C(=O)O)C(=O)O.[NH2-].[NH2-].[Pt+2]. Cell line: SR. Synergy scores: CSS=77.5, Synergy_ZIP=-1.50, Synergy_Bliss=-2.29, Synergy_Loewe=-4.47, Synergy_HSA=0.729. (2) Drug 1: CC12CCC3C(C1CCC2O)C(CC4=C3C=CC(=C4)O)CCCCCCCCCS(=O)CCCC(C(F)(F)F)(F)F. Drug 2: C1C(C(OC1N2C=NC(=NC2=O)N)CO)O. Cell line: HS 578T. Synergy scores: CSS=11.1, Synergy_ZIP=-2.51, Synergy_Bliss=3.40, Synergy_Loewe=6.72, Synergy_HSA=5.85. (3) Drug 1: CCC1(CC2CC(C3=C(CCN(C2)C1)C4=CC=CC=C4N3)(C5=C(C=C6C(=C5)C78CCN9C7C(C=CC9)(C(C(C8N6C=O)(C(=O)OC)O)OC(=O)C)CC)OC)C(=O)OC)O.OS(=O)(=O)O. Drug 2: CC1=C(C(=O)C2=C(C1=O)N3CC4C(C3(C2COC(=O)N)OC)N4)N. Cell line: SF-268. Synergy scores: CSS=26.2, Synergy_ZIP=-9.52, Synergy_Bliss=-4.68, Synergy_Loewe=-5.78, Synergy_HSA=-3.08.